Dataset: Full USPTO retrosynthesis dataset with 1.9M reactions from patents (1976-2016). Task: Predict the reactants needed to synthesize the given product. (1) The reactants are: [OH:1][C@:2]1([CH3:23])[CH2:19][CH2:18][C@@:17]2([CH3:20])[C@@H:4]([CH2:5][CH2:6][C@@H:7]3[C@@H:16]2[CH2:15][CH2:14][C@@:12]2([CH3:13])[C@H:8]3[CH2:9][CH2:10][C@@H:11]2[CH:21]=O)[CH2:3]1.Cl.[NH2:25][OH:26].C(=O)([O-])[O-].[Na+].[Na+]. Given the product [OH:1][C@:2]1([CH3:23])[CH2:19][CH2:18][C@@:17]2([CH3:20])[C@@H:4]([CH2:5][CH2:6][C@@H:7]3[C@@H:16]2[CH2:15][CH2:14][C@@:12]2([CH3:13])[C@H:8]3[CH2:9][CH2:10][C@@H:11]2[CH:21]=[N:25][OH:26])[CH2:3]1, predict the reactants needed to synthesize it. (2) Given the product [NH2:19][C:15]1[N:14]=[C:13]([C:12]2[S:11][C:10]([C:20]([CH3:21])([CH3:23])[CH3:22])=[N:9][C:8]=2[C:4]2[C:3]([F:24])=[C:2]([NH:1][S:32]([C:28]3[CH:29]=[CH:30][CH:31]=[C:26]([F:25])[CH:27]=3)(=[O:34])=[O:33])[CH:7]=[CH:6][CH:5]=2)[CH:18]=[CH:17][N:16]=1, predict the reactants needed to synthesize it. The reactants are: [NH2:1][C:2]1[C:3]([F:24])=[C:4]([C:8]2[N:9]=[C:10]([C:20]([CH3:23])([CH3:22])[CH3:21])[S:11][C:12]=2[C:13]2[CH:18]=[CH:17][N:16]=[C:15]([NH2:19])[N:14]=2)[CH:5]=[CH:6][CH:7]=1.[F:25][C:26]1[CH:27]=[C:28]([S:32](Cl)(=[O:34])=[O:33])[CH:29]=[CH:30][CH:31]=1.